Dataset: Forward reaction prediction with 1.9M reactions from USPTO patents (1976-2016). Task: Predict the product of the given reaction. (1) Given the reactants [OH:1][C:2]1[CH:11]=[CH:10][CH:9]=[C:8]2[C:3]=1[C:4](=[O:21])[CH2:5][CH:6]([C:12]1[CH:17]=[CH:16][C:15](OC)=[C:14]([OH:20])[CH:13]=1)[O:7]2.CC(C1C(O)=CC(O)=CC=1O)=[O:24].OC1C=C(C=CC=1)C=O, predict the reaction product. The product is: [OH:1][C:2]1[CH:11]=[C:10]([OH:24])[CH:9]=[C:8]2[C:3]=1[C:4](=[O:21])[CH2:5][CH:6]([C:12]1[CH:17]=[CH:16][CH:15]=[C:14]([OH:20])[CH:13]=1)[O:7]2. (2) Given the reactants C(O[C:4]([C:6]1[CH:11]=[CH:10][C:9](B(O)O)=[CH:8][CH:7]=1)=O)C.[NH2:15][C:16]1[CH2:17][C:18]([C:28]([N:30]([CH2:34][C:35]([NH2:37])=[O:36])[CH2:31][CH2:32][CH3:33])=[O:29])=[CH:19][C:20]2[CH:26]=[CH:25][C:24](Br)=[CH:23][C:21]=2[N:22]=1.BrC1C=CC2=C(C=1)N=C(N[C:67](=[O:73])[O:68][C:69]([CH3:72])([CH3:71])[CH3:70])CC(C(=O)N(CCCO[Si](C(C)(C)C)(C)C)CCC)=C2, predict the reaction product. The product is: [NH2:15][C:16]1[CH2:17][C:18]([C:28](=[O:29])[N:30]([CH2:34][C:35]([NH2:37])=[O:36])[CH2:31][CH2:32][CH3:33])=[CH:19][C:20]2[CH:26]=[CH:25][C:24]([C:9]3[CH:8]=[CH:7][C:6]([CH2:4][C:67]([O:68][C:69]([CH3:72])([CH3:71])[CH3:70])=[O:73])=[CH:11][CH:10]=3)=[CH:23][C:21]=2[N:22]=1. (3) Given the reactants C(OC(=O)CCCOC1C=CC=C(CCCCCCOC2C=C(C3C=CC(F)=C(F)C=3)C=C(C(=O)N(C)C)C=2)C=1CCC(OCC)=O)C.[CH2:49]([O:51][C:52](=[O:93])[CH2:53][CH2:54][CH2:55][O:56][C:57]1[CH:62]=[CH:61][CH:60]=[C:59]([CH2:63][CH2:64][CH2:65][CH2:66][CH2:67][CH2:68][O:69][C:70]2[CH:75]=[C:74]([C:76]([N:78]3[CH2:82][CH2:81][C:80]([F:84])([F:83])[CH2:79]3)=[O:77])[CH:73]=[C:72](Br)[CH:71]=2)[C:58]=1[CH2:86][CH2:87][C:88]([O:90][CH2:91][CH3:92])=[O:89])[CH3:50].[S:94]1[CH:98]=[CH:97][C:96](B(O)O)=[CH:95]1.C(=O)([O-])[O-].[Cs+].[Cs+], predict the reaction product. The product is: [CH2:49]([O:51][C:52](=[O:93])[CH2:53][CH2:54][CH2:55][O:56][C:57]1[CH:62]=[CH:61][CH:60]=[C:59]([CH2:63][CH2:64][CH2:65][CH2:66][CH2:67][CH2:68][O:69][C:70]2[CH:71]=[C:72]([C:96]3[CH:97]=[CH:98][S:94][CH:95]=3)[CH:73]=[C:74]([C:76]([N:78]3[CH2:82][CH2:81][C:80]([F:84])([F:83])[CH2:79]3)=[O:77])[CH:75]=2)[C:58]=1[CH2:86][CH2:87][C:88]([O:90][CH2:91][CH3:92])=[O:89])[CH3:50]. (4) Given the reactants CC(C)(C)[C@H](N[C:16](=[O:17])[C@@H:15]([NH:6][CH3:4])[CH3:14])[C:4]([N:6]1[C@H:15]([C:16](N[C@H]2C3C(=CC=CC=3)CCC2)=[O:17])[CH2:14]C2C(=CC(N[C@H]3[CH2:14][C@@H:15]([C:16](=[O:17])N[C@H]4C5C(=CC=CC=5)CCC4)[N:6]([C:16](=[O:17])[C@@H:15]([NH:6][C:4](=O)[C@@H](NC)C)[C:14](C)(C)C)[CH2:4]3)=CC=2)C1)=O.[NH2:71][C@@H:72]([CH:124]1[CH2:129][CH2:128][O:127][CH2:126][CH2:125]1)[C:73]([N:75]1[C@H:84]([C:85]([NH:87][C@H:88]2[C:97]3[C:92](=[CH:93][CH:94]=[CH:95][CH:96]=3)[CH2:91][CH2:90][CH2:89]2)=[O:86])[CH2:83][C:82]2[C:77](=[CH:78][C:79]([C@H:98]3[CH2:102][C@@H:101]([C:103](=[O:115])[NH:104][C@H:105]4[C:114]5[C:109](=[CH:110][CH:111]=[CH:112][CH:113]=5)[CH2:108][CH2:107][CH2:106]4)[N:100]([C:116](=[O:123])[C@@H:117]([NH2:122])[C:118]([CH3:121])([CH3:120])[CH3:119])[CH2:99]3)=[CH:80][CH:81]=2)[CH2:76]1)=[O:74].C(O[C:135]([N:137](C)[C@@H:138]([CH3:142])[C:139](O)=[O:140])=O)(C)(C)C, predict the reaction product. The product is: [CH3:120][C:118]([CH3:121])([CH3:119])[C@H:117]([NH:122][C:139](=[O:140])[C@@H:138]([NH:137][CH3:135])[CH3:142])[C:116]([N:100]1[C@H:101]([C:103](=[O:115])[NH:104][C@H:105]2[C:114]3[C:109](=[CH:110][CH:111]=[CH:112][CH:113]=3)[CH2:108][CH2:107][CH2:106]2)[CH2:102][C@H:98]([C:79]2[CH:78]=[C:77]3[C:82]([CH2:83][C@@H:84]([C:85]([NH:87][C@H:88]4[C:97]5[C:92](=[CH:93][CH:94]=[CH:95][CH:96]=5)[CH2:91][CH2:90][CH2:89]4)=[O:86])[N:75]([C:73](=[O:74])[C@@H:72]([NH:71][C:16](=[O:17])[C@@H:15]([NH:6][CH3:4])[CH3:14])[CH:124]4[CH2:129][CH2:128][O:127][CH2:126][CH2:125]4)[CH2:76]3)=[CH:81][CH:80]=2)[CH2:99]1)=[O:123]. (5) Given the reactants [C:1]([NH:4][NH:5][C:6]([C:8]1[N:9]=[N:10][C:11]([Cl:14])=[CH:12][CH:13]=1)=[O:7])(=O)[CH3:2].CC[N+](S(N=C(OC)[O-])(=O)=O)(CC)CC.OP([O-])(O)=O.[K+], predict the reaction product. The product is: [Cl:14][C:11]1[N:10]=[N:9][C:8]([C:6]2[O:7][C:1]([CH3:2])=[N:4][N:5]=2)=[CH:13][CH:12]=1. (6) Given the reactants [NH2:1][C:2]1[N:7]=[C:6]([N:8]2[C:12]3[CH:13]=[C:14](Br)[CH:15]=[CH:16][C:11]=3[N:10]=[C:9]2[O:18][CH2:19][CH2:20][OH:21])[CH:5]=[CH:4][N:3]=1.[F:22][C:23]1[CH:24]=[CH:25][C:26]([C:29]([OH:33])([C:31]#[CH:32])[CH3:30])=[N:27][CH:28]=1.C(N(CC)CC)C, predict the reaction product. The product is: [NH2:1][C:2]1[N:7]=[C:6]([N:8]2[C:12]3[CH:13]=[C:14]([C:32]#[C:31][C:29]([C:26]4[CH:25]=[CH:24][C:23]([F:22])=[CH:28][N:27]=4)([OH:33])[CH3:30])[CH:15]=[CH:16][C:11]=3[N:10]=[C:9]2[O:18][CH2:19][CH2:20][OH:21])[CH:5]=[CH:4][N:3]=1. (7) Given the reactants C(Cl)(=O)C(Cl)=O.CS(C)=O.[Br:11][C:12]1[CH:13]=[CH:14][C:15]2[CH:19]=[C:18]([CH2:20][OH:21])[S:17][C:16]=2[CH:22]=1.C(N(CC)CC)C, predict the reaction product. The product is: [Br:11][C:12]1[CH:13]=[CH:14][C:15]2[CH:19]=[C:18]([CH:20]=[O:21])[S:17][C:16]=2[CH:22]=1. (8) Given the reactants [OH:1][C:2]1[CH:7]=[CH:6][C:5]([N:8]2[C:12]3[CH:13]=[CH:14][CH:15]=[CH:16][C:11]=3[C:10](=[N:17][C:18]3[CH:23]=[CH:22][CH:21]=[C:20]([C:24]([F:27])([F:26])[F:25])[CH:19]=3)[C:9]2=[O:28])=[CH:4][CH:3]=1.C([O-])([O-])=O.[K+].[K+].[Br:35][CH2:36][CH2:37][CH2:38]Br.CCOC(C)=O, predict the reaction product. The product is: [Br:35][CH2:36][CH2:37][CH2:38][O:1][C:2]1[CH:7]=[CH:6][C:5]([N:8]2[C:12]3[CH:13]=[CH:14][CH:15]=[CH:16][C:11]=3[C:10](=[N:17][C:18]3[CH:23]=[CH:22][CH:21]=[C:20]([C:24]([F:27])([F:25])[F:26])[CH:19]=3)[C:9]2=[O:28])=[CH:4][CH:3]=1. (9) Given the reactants [NH2:1][C:2]1([CH2:9][C:10]([O:12][CH2:13][CH3:14])=[O:11])[CH2:7][CH2:6][N:5]([CH3:8])[CH2:4][CH2:3]1.CCN(CC)CC.[N:22]([C:25]1[CH:30]=[CH:29][C:28]([CH2:31][CH2:32][CH2:33][CH2:34][CH2:35][CH2:36][CH2:37][CH3:38])=[CH:27][CH:26]=1)=[C:23]=[O:24], predict the reaction product. The product is: [CH3:8][N:5]1[CH2:4][CH2:3][C:2]([CH2:9][C:10]([O:12][CH2:13][CH3:14])=[O:11])([NH:1][C:23]([NH:22][C:25]2[CH:30]=[CH:29][C:28]([CH2:31][CH2:32][CH2:33][CH2:34][CH2:35][CH2:36][CH2:37][CH3:38])=[CH:27][CH:26]=2)=[O:24])[CH2:7][CH2:6]1.